Predict the product of the given reaction. From a dataset of Forward reaction prediction with 1.9M reactions from USPTO patents (1976-2016). (1) Given the reactants [CH:1]1([CH:6]2[CH2:8][C:7]2([C:12]2[S:13][C:14]([S:17](=[O:24])(=[O:23])/[N:18]=[CH:19]\[N:20]([CH3:22])[CH3:21])=[CH:15][CH:16]=2)[C:9]([OH:11])=O)[CH2:5][CH2:4][CH2:3][CH2:2]1.[NH2:25][C:26]1[S:27][CH:28]=[CH:29][N:30]=1.CN(C(ON1N=NC2C=CC=CC1=2)=[N+](C)C)C.[B-](F)(F)(F)F.C(N(CC)CC)C, predict the reaction product. The product is: [S:27]1[CH:28]=[CH:29][N:30]=[C:26]1[NH:25][C:9]([C:7]1([C:12]2[S:13][C:14]([S:17](=[O:23])(=[O:24])/[N:18]=[CH:19]\[N:20]([CH3:21])[CH3:22])=[CH:15][CH:16]=2)[CH2:8][CH:6]1[CH:1]1[CH2:2][CH2:3][CH2:4][CH2:5]1)=[O:11]. (2) Given the reactants [NH2:1][C:2]1[CH:3]=[C:4]([C:23]2[CH:28]=[CH:27][C:26]([F:29])=[C:25]([F:30])[CH:24]=2)[CH:5]=[CH:6][C:7]=1[C:8]([NH:10][C@H:11]([C:19]([O:21][CH3:22])=[O:20])[C@@H:12]([CH3:18])[O:13][CH:14]1[CH2:17][CH2:16][CH2:15]1)=[O:9].[N:31]([C:34]1[C:39]([CH3:40])=[CH:38][C:37]([CH3:41])=[CH:36][C:35]=1[CH3:42])=[C:32]=[O:33], predict the reaction product. The product is: [CH:14]1([O:13][C@H:12]([CH3:18])[C@@H:11]([C:19]([O:21][CH3:22])=[O:20])[NH:10][C:8]([C:7]2[CH:6]=[CH:5][C:4]([C:23]3[CH:28]=[CH:27][C:26]([F:29])=[C:25]([F:30])[CH:24]=3)=[CH:3][C:2]=2[NH:1][C:32]([NH:31][C:34]2[C:35]([CH3:42])=[CH:36][C:37]([CH3:41])=[CH:38][C:39]=2[CH3:40])=[O:33])=[O:9])[CH2:15][CH2:16][CH2:17]1. (3) Given the reactants [CH3:1][O:2][C:3]1[C:8]([O:9][CH3:10])=[CH:7][CH:6]=[CH:5][C:4]=1[C:11]1[C:12]2[N:13]([N:17]=[C:18]([NH:20][C:21]3[CH:26]=[CH:25][C:24]([CH:27]4[CH2:32][CH2:31][NH:30][CH2:29][CH2:28]4)=[CH:23][CH:22]=3)[N:19]=2)[CH:14]=[CH:15][CH:16]=1.Cl[CH2:34][C:35]([N:37]([CH3:39])[CH3:38])=[O:36], predict the reaction product. The product is: [CH3:1][O:2][C:3]1[C:8]([O:9][CH3:10])=[CH:7][CH:6]=[CH:5][C:4]=1[C:11]1[C:12]2[N:13]([N:17]=[C:18]([NH:20][C:21]3[CH:26]=[CH:25][C:24]([CH:27]4[CH2:32][CH2:31][N:30]([CH2:34][C:35]([N:37]([CH3:39])[CH3:38])=[O:36])[CH2:29][CH2:28]4)=[CH:23][CH:22]=3)[N:19]=2)[CH:14]=[CH:15][CH:16]=1. (4) Given the reactants [Cl:1][C:2]1[CH:7]=[C:6]([Cl:8])[CH:5]=[CH:4][C:3]=1[CH:9]1[CH:18]([C:19](O)=[O:20])[C:17]2[C:12](=[CH:13][CH:14]=[CH:15][CH:16]=2)[C:11](=[O:22])[N:10]1[CH:23]1[CH2:28][CH2:27][CH2:26][CH2:25][CH:24]1[NH:29][S:30]([CH3:33])(=[O:32])=[O:31].CN([CH:37]=[O:38])C.C1[CH:40]=[CH:41][C:42]2N(O)N=N[C:43]=2[CH:44]=1.CC[N:51]=C=NCCCN(C)C.C([O:63][CH2:64]C)(=O)C, predict the reaction product. The product is: [Cl:1][C:2]1[CH:7]=[C:6]([Cl:8])[CH:5]=[CH:4][C:3]=1[CH:9]1[CH:18]([C:19]([NH:51][O:63][CH2:64][C:43]2[CH:42]=[CH:41][CH:40]=[C:37]([OH:38])[CH:44]=2)=[O:20])[C:17]2[C:12](=[CH:13][CH:14]=[CH:15][CH:16]=2)[C:11](=[O:22])[N:10]1[CH:23]1[CH2:28][CH2:27][CH2:26][CH2:25][CH:24]1[NH:29][S:30]([CH3:33])(=[O:31])=[O:32].